From a dataset of Forward reaction prediction with 1.9M reactions from USPTO patents (1976-2016). Predict the product of the given reaction. (1) Given the reactants [NH:1]1[CH:5]=[C:4]([C:6]([O:8][CH2:9][CH3:10])=[O:7])[CH:3]=[N:2]1.CN(C=O)C.C([O-])([O-])=O.[K+].[K+].Br[CH2:23][CH2:24][O:25][CH3:26], predict the reaction product. The product is: [CH3:26][O:25][CH2:24][CH2:23][N:1]1[CH:5]=[C:4]([C:6]([O:8][CH2:9][CH3:10])=[O:7])[CH:3]=[N:2]1. (2) Given the reactants CO[C:3](=[C:6]([C:9]#[N:10])[C:7]#[N:8])[CH2:4][CH3:5].O.[NH2:12][NH2:13], predict the reaction product. The product is: [NH2:8][C:7]1[NH:13][N:12]=[C:3]([CH2:4][CH3:5])[C:6]=1[C:9]#[N:10]. (3) Given the reactants [CH3:1][S:2][C:3]1[S:7]C(C(OC)=O)=[CH:5][C:4]=1[C:12](=O)NCC(=O)C1C=CC=CC=1.COC(C1SC(C)=C(C(O)=S)C=1)=O.C(Cl)(=O)C([Cl:40])=O.[NH2:43][CH2:44][C:45]([C:47]1[CH:52]=[CH:51][CH:50]=[CH:49][CH:48]=1)=[O:46].C([N:56]([CH2:60][CH3:61])C(C)C)(C)C.C[N:63](C=O)C, predict the reaction product. The product is: [ClH:40].[CH3:1][S:2][C:3]1[S:7][C:61]([C:60]([NH2:56])=[NH:63])=[CH:5][C:4]=1[C:12]1[O:46][C:45]([C:47]2[CH:52]=[CH:51][CH:50]=[CH:49][CH:48]=2)=[CH:44][N:43]=1. (4) The product is: [ClH:36].[C:15]1([S:12]([C:8]2[CH:9]=[N:10][C:11]3[C:6]([CH:7]=2)=[CH:5][CH:4]=[CH:3][C:2]=3[NH:35][CH2:34][CH2:33][C:30]2[CH:31]=[CH:32][N:27]=[CH:28][CH:29]=2)(=[O:14])=[O:13])[CH:20]=[CH:19][CH:18]=[CH:17][CH:16]=1. Given the reactants F[C:2]1[CH:3]=[CH:4][CH:5]=[C:6]2[C:11]=1[N:10]=[CH:9][C:8]([S:12]([C:15]1[CH:20]=[CH:19][CH:18]=[CH:17][CH:16]=1)(=[O:14])=[O:13])=[CH:7]2.C(=O)([O-])[O-].[K+].[K+].[N:27]1[CH:32]=[CH:31][C:30]([CH2:33][CH2:34][NH2:35])=[CH:29][CH:28]=1.[ClH:36], predict the reaction product. (5) Given the reactants [Br:1][C:2]1[CH:3]=[C:4]2[C:8](=[CH:9][C:10]=1[N+:11]([O-:13])=[O:12])[NH:7][N:6]=[CH:5]2.[H-].[Na+].[C:16](Cl)([C:29]1[CH:34]=[CH:33][CH:32]=[CH:31][CH:30]=1)([C:23]1[CH:28]=[CH:27][CH:26]=[CH:25][CH:24]=1)[C:17]1[CH:22]=[CH:21][CH:20]=[CH:19][CH:18]=1, predict the reaction product. The product is: [Br:1][C:2]1[CH:3]=[C:4]2[C:8](=[CH:9][C:10]=1[N+:11]([O-:13])=[O:12])[N:7]([C:16]([C:17]1[CH:22]=[CH:21][CH:20]=[CH:19][CH:18]=1)([C:29]1[CH:30]=[CH:31][CH:32]=[CH:33][CH:34]=1)[C:23]1[CH:24]=[CH:25][CH:26]=[CH:27][CH:28]=1)[N:6]=[CH:5]2.